Dataset: NCI-60 drug combinations with 297,098 pairs across 59 cell lines. Task: Regression. Given two drug SMILES strings and cell line genomic features, predict the synergy score measuring deviation from expected non-interaction effect. (1) Drug 1: CN(CCCl)CCCl.Cl. Drug 2: COCCOC1=C(C=C2C(=C1)C(=NC=N2)NC3=CC=CC(=C3)C#C)OCCOC.Cl. Cell line: NCI-H460. Synergy scores: CSS=53.9, Synergy_ZIP=2.26, Synergy_Bliss=1.20, Synergy_Loewe=-15.8, Synergy_HSA=0.475. (2) Drug 1: C1C(C(OC1N2C=NC3=C2NC=NCC3O)CO)O. Drug 2: C1CCC(C(C1)N)N.C(=O)(C(=O)[O-])[O-].[Pt+4]. Cell line: NCI-H460. Synergy scores: CSS=10.9, Synergy_ZIP=23.4, Synergy_Bliss=23.4, Synergy_Loewe=25.0, Synergy_HSA=23.4.